Dataset: Full USPTO retrosynthesis dataset with 1.9M reactions from patents (1976-2016). Task: Predict the reactants needed to synthesize the given product. (1) Given the product [CH3:37][N:36]([CH3:38])[C:33]1[CH:32]=[CH:31][C:30]([NH:29][C:28]([N:27]=[S:25]([C:22]2[CH:23]=[CH:24][C:19]([NH:18][C:2]3[N:7]=[C:6]([NH:8][C@H:9]([CH3:12])[CH2:10][OH:11])[C:5]([C:13]4[S:14][CH:15]=[CH:16][CH:17]=4)=[CH:4][N:3]=3)=[CH:20][CH:21]=2)([CH3:40])=[O:26])=[O:39])=[CH:35][CH:34]=1, predict the reactants needed to synthesize it. The reactants are: Cl[C:2]1[N:7]=[C:6]([NH:8][C@H:9]([CH3:12])[CH2:10][OH:11])[C:5]([C:13]2[S:14][CH:15]=[CH:16][CH:17]=2)=[CH:4][N:3]=1.[NH2:18][C:19]1[CH:24]=[CH:23][C:22]([S:25]([CH3:40])(=[N:27][C:28](=[O:39])[NH:29][C:30]2[CH:35]=[CH:34][C:33]([N:36]([CH3:38])[CH3:37])=[CH:32][CH:31]=2)=[O:26])=[CH:21][CH:20]=1. (2) Given the product [CH3:1][O:2][C:3](=[O:19])[C@@H:4]([CH3:18])[CH2:5][C@H:6]([NH:10][C:11]([O:13][C:14]([CH3:17])([CH3:16])[CH3:15])=[O:12])[C:7](=[O:9])[NH:38][C:35]([CH3:37])([CH3:36])[CH2:34][C:31]1[CH:32]=[CH:33][C:28]([F:27])=[CH:29][CH:30]=1, predict the reactants needed to synthesize it. The reactants are: [CH3:1][O:2][C:3](=[O:19])[C@@H:4]([CH3:18])[CH2:5][C@H:6]([NH:10][C:11]([O:13][C:14]([CH3:17])([CH3:16])[CH3:15])=[O:12])[C:7]([OH:9])=O.CN1CCOCC1.[F:27][C:28]1[CH:33]=[CH:32][C:31]([CH2:34][C:35]([NH2:38])([CH3:37])[CH3:36])=[CH:30][CH:29]=1.C(OC(Cl)=O)C(C)C. (3) Given the product [CH2:1]([O:3][C:4](=[O:13])[NH:5][C:6]1[C:7]([C:26]#[C:25][Si:22]([CH3:24])([CH3:23])[CH3:21])=[N:8][CH:9]=[CH:10][CH:11]=1)[CH3:2], predict the reactants needed to synthesize it. The reactants are: [CH2:1]([O:3][C:4](=[O:13])[NH:5][C:6]1[C:7](Br)=[N:8][CH:9]=[CH:10][CH:11]=1)[CH3:2].C(N(CC)CC)C.[CH3:21][Si:22]([C:25]#[CH:26])([CH3:24])[CH3:23]. (4) Given the product [C:5]([O:9][C:10](=[O:30])[NH:11][CH2:12][C@@H:13]1[O:29][C:1](=[O:2])[N:15]([C:16]2[CH:17]=[C:18]3[C:22](=[CH:23][CH:24]=2)[N:21]([CH2:25][CH2:26][CH3:27])[C:20](=[O:28])[CH2:19]3)[CH2:14]1)([CH3:6])([CH3:7])[CH3:8], predict the reactants needed to synthesize it. The reactants are: [C:1](Cl)(Cl)=[O:2].[C:5]([O:9][C:10](=[O:30])[NH:11][CH2:12][C@H:13]([OH:29])[CH2:14][NH:15][C:16]1[CH:17]=[C:18]2[C:22](=[CH:23][CH:24]=1)[N:21]([CH2:25][CH2:26][CH3:27])[C:20](=[O:28])[CH2:19]2)([CH3:8])([CH3:7])[CH3:6].C(N(CC)CC)C. (5) Given the product [N+:18]([C:21]1[CH:26]=[CH:25][CH:24]=[CH:23][C:22]=1[C:27](=[CH2:35])[C:28]([O:30][C:31]([CH3:33])([CH3:32])[CH3:34])=[O:29])([O-:20])=[O:19], predict the reactants needed to synthesize it. The reactants are: [N+](C1C=CC=CC=1CC(OC(C)(C)C)=O)([O-])=O.[N+:18]([C:21]1[CH:26]=[CH:25][CH:24]=[CH:23][C:22]=1[CH:27]([C:35](OC(C)(C)C)=O)[C:28]([O:30][C:31]([CH3:34])([CH3:33])[CH3:32])=[O:29])([O-:20])=[O:19].C([O-])([O-])=O.[K+].[K+].C=O.